This data is from Reaction yield outcomes from USPTO patents with 853,638 reactions. The task is: Predict the reaction yield, written as a fraction of the theoretical maximum amount of product (1.0 means a 100% yield; for example, 0.34 means a 34% yield). The reactants are [OH:1][N:2]=[C:3]([C:15]1[C:19]([NH:20][CH2:21][CH2:22][O:23][CH3:24])=[N:18][O:17][N:16]=1)[NH:4][C:5]1[CH:10]=[CH:9][CH:8]=[C:7]([C:11]([F:14])([F:13])[F:12])[CH:6]=1.[C:25](N1C=CN=C1)(N1C=CN=C1)=[O:26]. The catalyst is C(OCC)(=O)C. The product is [CH3:24][O:23][CH2:22][CH2:21][NH:20][C:19]1[C:15]([C:3]2[N:4]([C:5]3[CH:10]=[CH:9][CH:8]=[C:7]([C:11]([F:13])([F:14])[F:12])[CH:6]=3)[C:25](=[O:26])[O:1][N:2]=2)=[N:16][O:17][N:18]=1. The yield is 0.900.